Predict the product of the given reaction. From a dataset of Forward reaction prediction with 1.9M reactions from USPTO patents (1976-2016). (1) Given the reactants [CH3:1][C:2]1[C:3]([C:13](OCC)=[O:14])=[N:4][CH:5]=[C:6]([C:8]([O:10][CH2:11][CH3:12])=[O:9])[CH:7]=1.[Cl-].[Ca+2].[Cl-].[BH4-].[Na+], predict the reaction product. The product is: [OH:14][CH2:13][C:3]1[C:2]([CH3:1])=[CH:7][C:6]([C:8]([O:10][CH2:11][CH3:12])=[O:9])=[CH:5][N:4]=1. (2) Given the reactants C([O:8][C:9]1[C:10](=[O:79])[N:11]([CH2:75][CH2:76][O:77][CH3:78])[CH:12]=[CH:13][C:14]=1[C:15]([NH:17][CH2:18][CH2:19][N:20]([CH2:51][CH2:52][NH:53][C:54]([C:56]1[CH:61]=[CH:60][N:59]([CH2:62][CH2:63][O:64][CH3:65])[C:58](=[O:66])[C:57]=1[O:67]CC1C=CC=CC=1)=[O:55])[CH2:21][CH:22]([NH:29][C:30]([C:32]1[CH:37]=[CH:36][N:35]([CH2:38][CH2:39][O:40][CH3:41])[C:34](=[O:42])[C:33]=1[O:43]CC1C=CC=CC=1)=[O:31])[CH2:23][CH2:24][CH2:25][C:26]([OH:28])=[O:27])=[O:16])C1C=CC=CC=1.Cl, predict the reaction product. The product is: [OH:67][C:57]1[C:58](=[O:66])[N:59]([CH2:62][CH2:63][O:64][CH3:65])[CH:60]=[CH:61][C:56]=1[C:54]([NH:53][CH2:52][CH2:51][N:20]([CH2:19][CH2:18][NH:17][C:15]([C:14]1[CH:13]=[CH:12][N:11]([CH2:75][CH2:76][O:77][CH3:78])[C:10](=[O:79])[C:9]=1[OH:8])=[O:16])[CH2:21][CH:22]([NH:29][C:30]([C:32]1[CH:37]=[CH:36][N:35]([CH2:38][CH2:39][O:40][CH3:41])[C:34](=[O:42])[C:33]=1[OH:43])=[O:31])[CH2:23][CH2:24][CH2:25][C:26]([OH:28])=[O:27])=[O:55].